Predict the product of the given reaction. From a dataset of Forward reaction prediction with 1.9M reactions from USPTO patents (1976-2016). (1) Given the reactants Br[C:2]1[N:6](COCC[Si](C)(C)C)[C:5]([C:15]2[CH:20]=[C:19]([C:21]([F:24])([F:23])[F:22])[CH:18]=[CH:17][C:16]=2[Cl:25])=[C:4]([C:26]#[N:27])[CH:3]=1.Cl[C:29]1[C:30]2C=[CH:36][N:35](COCC[Si](C)(C)C)[C:31]=2[N:32]=[CH:33][N:34]=1, predict the reaction product. The product is: [Cl:25][C:16]1[CH:17]=[CH:18][C:19]([C:21]([F:22])([F:23])[F:24])=[CH:20][C:15]=1[C:5]1[NH:6][C:2]([C:29]2[CH:30]=[C:31]([NH:35][CH3:36])[N:32]=[CH:33][N:34]=2)=[CH:3][C:4]=1[C:26]#[N:27]. (2) Given the reactants [C:1]1([C:6]2[CH:11]=[CH:10][C:9](/[CH:12]=[CH:13]/[S:14]([NH:17][C:18]3[CH:23]=[CH:22][CH:21]=[CH:20][C:19]=3[S:24]([NH2:27])(=[O:26])=[O:25])(=[O:16])=[O:15])=[CH:8][CH:7]=2)[CH2:5][CH2:4][CH2:3][CH:2]=1.CO.[H][H].C(OCC)(=O)C.CO, predict the reaction product. The product is: [CH:1]1([C:6]2[CH:11]=[CH:10][C:9]([CH2:12][CH2:13][S:14]([NH:17][C:18]3[CH:23]=[CH:22][CH:21]=[CH:20][C:19]=3[S:24]([NH2:27])(=[O:25])=[O:26])(=[O:15])=[O:16])=[CH:8][CH:7]=2)[CH2:5][CH2:4][CH2:3][CH2:2]1. (3) The product is: [S:13]1[CH:17]=[CH:16][CH:15]=[C:14]1[CH:18]([C:5]([O:9][CH2:10][CH3:11])=[O:12])[C:19]([O:21][CH2:22][CH3:23])=[O:20]. Given the reactants C([O-])C.[Na+].[C:5](=[O:12])([O:9][CH2:10][CH3:11])OCC.[S:13]1[CH:17]=[CH:16][CH:15]=[C:14]1[CH2:18][C:19]([O:21][CH2:22][CH3:23])=[O:20].C(O)(=O)C, predict the reaction product. (4) Given the reactants [C:1]([C:3]1[CH:19]=[CH:18][C:6]([O:7][C:8]2[CH:9]=[CH:10][C:11]3[B:15]([OH:16])[O:14][CH2:13][C:12]=3[CH:17]=2)=[CH:5][CH:4]=1)#[N:2].[N-]=[N+]=[N-].[Na+].[Cl-].[NH4+].[OH2:26], predict the reaction product. The product is: [OH:16][B:15]1[C:11]2[CH:10]=[CH:9][C:8]([O:7][C:6]3[CH:18]=[CH:19][C:3]([C:1]([N:2]4[CH2:17][CH2:8][O:7][CH2:6][CH2:5]4)=[O:26])=[CH:4][CH:5]=3)=[CH:17][C:12]=2[CH2:13][O:14]1.